Dataset: Full USPTO retrosynthesis dataset with 1.9M reactions from patents (1976-2016). Task: Predict the reactants needed to synthesize the given product. (1) The reactants are: [S:1]1[C:5]2[CH:6]=[CH:7][C:8]([C:10]([OH:12])=[O:11])=[CH:9][C:4]=2[N:3]=[CH:2]1.S(Cl)(Cl)=O.[CH3:17]O. Given the product [CH3:17][O:11][C:10]([C:8]1[CH:7]=[CH:6][C:5]2[S:1][CH:2]=[N:3][C:4]=2[CH:9]=1)=[O:12], predict the reactants needed to synthesize it. (2) Given the product [OH:14][NH:13][C:7](=[NH:8])[C:6]1[CH:9]=[CH:10][C:3]([C:2]([F:1])([F:11])[F:12])=[CH:4][CH:5]=1, predict the reactants needed to synthesize it. The reactants are: [F:1][C:2]([F:12])([F:11])[C:3]1[CH:10]=[CH:9][C:6]([C:7]#[N:8])=[CH:5][CH:4]=1.[NH2:13][OH:14]. (3) Given the product [Cl:1][C:2]1[CH:3]=[C:4]([C:8]2[N:13]=[C:12]([O:14][C:15]3[CH:20]=[CH:19][C:18]([CH2:21][C:22]([NH2:28])=[O:24])=[CH:17][CH:16]=3)[CH:11]=[C:10]([CH2:26][CH3:27])[N:9]=2)[CH:5]=[CH:6][CH:7]=1, predict the reactants needed to synthesize it. The reactants are: [Cl:1][C:2]1[CH:3]=[C:4]([C:8]2[N:13]=[C:12]([O:14][C:15]3[CH:20]=[CH:19][C:18]([CH2:21][C:22]([O:24]C)=O)=[CH:17][CH:16]=3)[CH:11]=[C:10]([CH2:26][CH3:27])[N:9]=2)[CH:5]=[CH:6][CH:7]=1.[NH3:28]. (4) Given the product [CH3:74][O:75][C:76]1[CH:81]=[CH:80][C:79]([CH:70]([C:69]2[CH:68]=[CH:67][C:66]([O:65][CH2:64][CH:22]3[CH2:21][CH:20]([O:19][CH2:1][CH2:2][CH2:3][CH2:4][CH2:5][CH2:6][CH2:7][CH2:8][CH2:9][CH2:10][CH2:11][CH2:12][CH2:13][CH2:14][CH2:15][CH2:16][CH2:17][CH3:18])[CH:25]([O:26][CH2:27][CH2:28][CH2:29][CH2:30][CH2:31][CH2:32][CH2:33][CH2:34][CH2:35][CH2:36][CH2:37][CH2:38][CH2:39][CH2:40][CH2:41][CH2:42][CH2:43][CH3:44])[CH:24]([O:45][CH2:46][CH2:47][CH2:48][CH2:49][CH2:50][CH2:51][CH2:52][CH2:53][CH2:54][CH2:55][CH2:56][CH2:57][CH2:58][CH2:59][CH2:60][CH2:61][CH2:62][CH3:63])[CH2:23]3)=[CH:73][CH:72]=2)[OH:71])=[CH:78][CH:77]=1, predict the reactants needed to synthesize it. The reactants are: [CH2:1]([O:19][CH:20]1[CH:25]([O:26][CH2:27][CH2:28][CH2:29][CH2:30][CH2:31][CH2:32][CH2:33][CH2:34][CH2:35][CH2:36][CH2:37][CH2:38][CH2:39][CH2:40][CH2:41][CH2:42][CH2:43][CH3:44])[CH:24]([O:45][CH2:46][CH2:47][CH2:48][CH2:49][CH2:50][CH2:51][CH2:52][CH2:53][CH2:54][CH2:55][CH2:56][CH2:57][CH2:58][CH2:59][CH2:60][CH2:61][CH2:62][CH3:63])[CH2:23][CH:22]([CH2:64][O:65][C:66]2[CH:73]=[CH:72][C:69]([CH:70]=[O:71])=[CH:68][CH:67]=2)[CH2:21]1)[CH2:2][CH2:3][CH2:4][CH2:5][CH2:6][CH2:7][CH2:8][CH2:9][CH2:10][CH2:11][CH2:12][CH2:13][CH2:14][CH2:15][CH2:16][CH2:17][CH3:18].[CH3:74][O:75][C:76]1[CH:81]=[CH:80][C:79]([Mg]Br)=[CH:78][CH:77]=1. (5) The reactants are: [C:1]([O:4][C@H:5]1[C@H:11]([O:12][C:13](=[O:15])[CH3:14])[C@@H:10]([O:16][C:17](=[O:19])[CH3:18])[C@:9]2([C:21]3[CH:26]=[CH:25][C:24]([Cl:27])=[C:23]([CH2:28][C:29]4[CH:34]=[CH:33][C:32]([OH:35])=[CH:31][CH:30]=4)[CH:22]=3)[O:20][C@@:6]1([CH2:36][O:37][C:38](=[O:40])[CH3:39])[CH2:7][O:8]2)(=[O:3])[CH3:2].CCN(C(C)C)C(C)C.Br[CH2:51][C:52]([C:54]1[CH:59]=[CH:58][CH:57]=[CH:56][CH:55]=1)=[O:53]. Given the product [C:1]([O:4][C@H:5]1[C@H:11]([O:12][C:13](=[O:15])[CH3:14])[C@@H:10]([O:16][C:17](=[O:19])[CH3:18])[C@:9]2([C:21]3[CH:26]=[CH:25][C:24]([Cl:27])=[C:23]([CH2:28][C:29]4[CH:30]=[CH:31][C:32]([O:35][CH2:51][C:52](=[O:53])[C:54]5[CH:59]=[CH:58][CH:57]=[CH:56][CH:55]=5)=[CH:33][CH:34]=4)[CH:22]=3)[O:20][C@@:6]1([CH2:36][O:37][C:38](=[O:40])[CH3:39])[CH2:7][O:8]2)(=[O:3])[CH3:2], predict the reactants needed to synthesize it.